Dataset: Forward reaction prediction with 1.9M reactions from USPTO patents (1976-2016). Task: Predict the product of the given reaction. Given the reactants [C:1]([C:3]1[CH:4]=[N:5][CH:6]=[C:7]([CH2:9][N:10]2[CH2:14][CH2:13][CH2:12][CH2:11]2)[CH:8]=1)#[CH:2].[N:15]1([C:20]2[CH:21]=[C:22]([NH:30][C:31](=[O:40])[C:32]3[CH:37]=[CH:36][C:35]([CH3:38])=[C:34](I)[CH:33]=3)[CH:23]=[C:24]([C:26]([F:29])([F:28])[F:27])[CH:25]=2)[CH:19]=[CH:18][N:17]=[CH:16]1.C(N(C(C)C)CC)(C)C, predict the reaction product. The product is: [N:15]1([C:20]2[CH:21]=[C:22]([NH:30][C:31](=[O:40])[C:32]3[CH:37]=[CH:36][C:35]([CH3:38])=[C:34]([C:2]#[C:1][C:3]4[CH:4]=[N:5][CH:6]=[C:7]([CH2:9][N:10]5[CH2:14][CH2:13][CH2:12][CH2:11]5)[CH:8]=4)[CH:33]=3)[CH:23]=[C:24]([C:26]([F:29])([F:28])[F:27])[CH:25]=2)[CH:19]=[CH:18][N:17]=[CH:16]1.